Task: Predict the reaction yield, written as a fraction of the theoretical maximum amount of product (1.0 means a 100% yield; for example, 0.34 means a 34% yield).. Dataset: Reaction yield outcomes from USPTO patents with 853,638 reactions (1) The reactants are [CH2:1]([O:8][N:9]1[C:15](=[O:16])[N:14]2[CH2:17][C@H:10]1[CH2:11][CH2:12][C@H:13]2[C:18]([NH:20][NH:21]C(OC(C)(C)C)=O)=[O:19])[C:2]1[CH:7]=[CH:6][CH:5]=[CH:4][CH:3]=1.[ClH:29].CCOCC. The catalyst is O1CCOCC1. The product is [ClH:29].[CH2:1]([O:8][N:9]1[C:15](=[O:16])[N:14]2[CH2:17][C@H:10]1[CH2:11][CH2:12][C@H:13]2[C:18]([NH:20][NH2:21])=[O:19])[C:2]1[CH:7]=[CH:6][CH:5]=[CH:4][CH:3]=1. The yield is 0.990. (2) The reactants are [H-].[Na+].[OH:3][CH:4]([CH:10]([C:17]1[CH:22]=[CH:21][CH:20]=[CH:19][CH:18]=1)[C:11]1[CH:16]=[CH:15][CH:14]=[CH:13][CH:12]=1)[C:5]([O:7][CH2:8][CH3:9])=[O:6].[CH2:23](Br)[C:24]1[CH:29]=[CH:28][CH:27]=[CH:26][CH:25]=1. The catalyst is C1COCC1. The product is [CH2:23]([O:3][CH:4]([CH:10]([C:17]1[CH:18]=[CH:19][CH:20]=[CH:21][CH:22]=1)[C:11]1[CH:12]=[CH:13][CH:14]=[CH:15][CH:16]=1)[C:5]([O:7][CH2:8][CH3:9])=[O:6])[C:24]1[CH:29]=[CH:28][CH:27]=[CH:26][CH:25]=1. The yield is 0.610. (3) The reactants are O.[CH3:2][O:3][CH2:4][CH2:5][O:6][C:7]1[CH:12]=[CH:11][C:10](/[CH:13]=[CH:14]/[C:15]([O:17][CH2:18][CH3:19])=[O:16])=[C:9]([O:20][C:21]2[C:26]([CH3:27])=[CH:25][C:24]([N+:28]([O-])=O)=[CH:23][N:22]=2)[CH:8]=1. The product is [NH2:28][C:24]1[CH:25]=[C:26]([CH3:27])[C:21]([O:20][C:9]2[CH:8]=[C:7]([O:6][CH2:5][CH2:4][O:3][CH3:2])[CH:12]=[CH:11][C:10]=2/[CH:13]=[CH:14]/[C:15]([O:17][CH2:18][CH3:19])=[O:16])=[N:22][CH:23]=1. The catalyst is C(O)(=O)C.[Zn]. The yield is 0.730. (4) The reactants are Cl[C:2]1[CH:7]=[CH:6][N:5]=[C:4]2[CH:8]=[C:9]([C:11]3[N:12]([CH3:16])[CH:13]=[CH:14][N:15]=3)[S:10][C:3]=12.[C:17]1([NH2:24])[CH:22]=[CH:21][C:20]([NH2:23])=[CH:19][CH:18]=1. The catalyst is C(O)(C)C. The product is [CH3:16][N:12]1[CH:13]=[CH:14][N:15]=[C:11]1[C:9]1[S:10][C:3]2[C:4](=[N:5][CH:6]=[CH:7][C:2]=2[NH:23][C:20]2[CH:21]=[CH:22][C:17]([NH2:24])=[CH:18][CH:19]=2)[CH:8]=1. The yield is 0.440. (5) The reactants are [C:1]([NH2:9])(=[O:8])[C:2]1[CH:7]=[CH:6][CH:5]=[CH:4][CH:3]=1.[C:10]([OH:14])(=[O:13])[CH:11]=[O:12]. The yield is 1.00. The product is [C:1]([NH:9][CH:11]([OH:12])[C:10]([OH:14])=[O:13])(=[O:8])[C:2]1[CH:7]=[CH:6][CH:5]=[CH:4][CH:3]=1. The catalyst is CC(C)=O. (6) The yield is 0.400. The catalyst is CN(C)C=O. The product is [CH:1]1([N:5]2[CH2:10][CH2:9][CH:8]([O:11][C:12]3[CH:13]=[CH:14][C:15]([NH:16][CH2:20][C:21]([N:23]4[CH2:28][CH2:27][O:26][CH2:25][CH2:24]4)=[O:22])=[CH:17][CH:18]=3)[CH2:7][CH2:6]2)[CH2:4][CH2:3][CH2:2]1. The reactants are [CH:1]1([N:5]2[CH2:10][CH2:9][CH:8]([O:11][C:12]3[CH:18]=[CH:17][C:15]([NH2:16])=[CH:14][CH:13]=3)[CH2:7][CH2:6]2)[CH2:4][CH2:3][CH2:2]1.Cl[CH2:20][C:21]([N:23]1[CH2:28][CH2:27][O:26][CH2:25][CH2:24]1)=[O:22].C(=O)([O-])[O-].[K+].[K+]. (7) The reactants are [CH3:1][O:2][C:3](=[O:15])[C:4]1[CH:9]=[CH:8][C:7]([CH2:10][S:11](Cl)(=[O:13])=[O:12])=[CH:6][CH:5]=1.[NH2:16][C:17]1[CH:18]=[N:19][CH:20]=[CH:21][CH:22]=1.C(N(CC)CC)C. The catalyst is C(Cl)Cl.C(Cl)(Cl)Cl. The product is [CH3:1][O:2][C:3](=[O:15])[C:4]1[CH:9]=[CH:8][C:7]([CH2:10][S:11](=[O:13])(=[O:12])[NH:16][C:17]2[CH:18]=[N:19][CH:20]=[CH:21][CH:22]=2)=[CH:6][CH:5]=1. The yield is 0.810. (8) The reactants are [Br:1][C:2]1[CH:3]=[C:4]([N+:19]([O-:21])=[O:20])[C:5]([CH:8](C(OCC)=O)C(OCC)=O)=[N:6][CH:7]=1.C(=O)(O)[O-].[Na+]. The catalyst is Cl. The product is [Br:1][C:2]1[CH:3]=[C:4]([N+:19]([O-:21])=[O:20])[C:5]([CH3:8])=[N:6][CH:7]=1. The yield is 0.720.